From a dataset of Full USPTO retrosynthesis dataset with 1.9M reactions from patents (1976-2016). Predict the reactants needed to synthesize the given product. (1) Given the product [Cl:6][C:7]1[CH:12]=[C:11]([CH:2]2[CH2:4][CH2:3]2)[CH:10]=[C:9]([Cl:14])[N:8]=1, predict the reactants needed to synthesize it. The reactants are: [Br-].[CH:2]1([Zn+])[CH2:4][CH2:3]1.[Cl:6][C:7]1[CH:12]=[C:11](I)[CH:10]=[C:9]([Cl:14])[N:8]=1. (2) Given the product [S:1]([O-:4])([OH:3])=[O:2].[Na+:6].[S:1]([O-:4])([O-:3])=[O:2].[Na+:6].[Na+:6], predict the reactants needed to synthesize it. The reactants are: [S:1]([O-])([O-:4])(=[O:3])=[O:2].[Na+:6].[Na+].O=[Si]=O.[Si]([O-])([O-])([O-])[O-].[Na+].[Na+].[Na+].[Na+].S(=O)=O. (3) The reactants are: Cl[C:2]1[CH:3]=[C:4]([C:8]([C:16]2[N:17]=[CH:18][NH:19][CH:20]=2)=[CH:9][C:10]2[CH:15]=[CH:14][CH:13]=[CH:12][CH:11]=2)[CH:5]=[CH:6][CH:7]=1. Given the product [C:4]1([CH:8]([C:16]2[N:17]=[CH:18][NH:19][CH:20]=2)[CH2:9][C:10]2[CH:15]=[CH:14][CH:13]=[CH:12][CH:11]=2)[CH:3]=[CH:2][CH:7]=[CH:6][CH:5]=1, predict the reactants needed to synthesize it.